Dataset: Full USPTO retrosynthesis dataset with 1.9M reactions from patents (1976-2016). Task: Predict the reactants needed to synthesize the given product. (1) Given the product [NH:1]1[C:18]2[CH2:19][CH2:20][CH2:21][CH2:22][CH2:23][C:17]=2[NH:4][C:2]1=[O:3], predict the reactants needed to synthesize it. The reactants are: [NH2:1][C:2]([NH2:4])=[O:3].C(OCCOCCOCC)C.Br[CH:17]1[CH2:23][CH2:22][CH2:21][CH2:20][CH2:19][C:18]1=O. (2) Given the product [S:8]1[CH:9]=[CH:10][N:11]=[C:7]1[CH2:6][O:5][CH2:4][CH2:3][OH:2], predict the reactants needed to synthesize it. The reactants are: C[O:2][C:3](=O)[CH2:4][O:5][CH2:6][C:7]1[S:8][CH:9]=[CH:10][N:11]=1.[BH4-].[Na+]. (3) Given the product [CH3:1][O:2][CH:3]([O:6][CH3:7])[CH:4]1[O:27][N:26]=[C:25]([C:24]2[CH:23]=[CH:22][C:21]([O:20][CH2:19][C:17]3[C:16]4[C:11](=[CH:12][CH:13]=[CH:14][CH:15]=4)[N:10]=[C:9]([CH3:8])[CH:18]=3)=[CH:29][CH:28]=2)[CH2:5]1, predict the reactants needed to synthesize it. The reactants are: [CH3:1][O:2][CH:3]([O:6][CH3:7])[CH:4]=[CH2:5].[CH3:8][C:9]1[CH:18]=[C:17]([CH2:19][O:20][C:21]2[CH:29]=[CH:28][C:24]([CH:25]=[N:26][OH:27])=[CH:23][CH:22]=2)[C:16]2[C:11](=[CH:12][CH:13]=[CH:14][CH:15]=2)[N:10]=1. (4) Given the product [CH:1]1([CH2:4][N:5]2[C:9]3=[N:10][CH:11]=[C:12]([N:14]([CH3:15])[S:38]([C:34]4[S:33][CH:37]=[CH:36][CH:35]=4)(=[O:40])=[O:39])[CH:13]=[C:8]3[N:7]=[C:6]2[CH2:16][C:17]2[CH:22]=[CH:21][C:20]([O:23][CH2:24][CH3:25])=[CH:19][CH:18]=2)[CH2:3][CH2:2]1, predict the reactants needed to synthesize it. The reactants are: [CH:1]1([CH2:4][N:5]2[C:9]3=[N:10][CH:11]=[C:12]([NH:14][CH3:15])[CH:13]=[C:8]3[N:7]=[C:6]2[CH2:16][C:17]2[CH:22]=[CH:21][C:20]([O:23][CH2:24][CH3:25])=[CH:19][CH:18]=2)[CH2:3][CH2:2]1.C(N(CC)CC)C.[S:33]1[CH:37]=[CH:36][CH:35]=[C:34]1[S:38](Cl)(=[O:40])=[O:39].